Predict the reactants needed to synthesize the given product. From a dataset of Full USPTO retrosynthesis dataset with 1.9M reactions from patents (1976-2016). (1) Given the product [Br:17][C:15]1[CH:16]=[C:11]2[C:10]([CH2:18][C:20]3[CH:25]=[CH:24][C:23]([NH2:26])=[N:22][C:21]=3[F:43])=[CH:9][NH:8][C:12]2=[N:13][CH:14]=1, predict the reactants needed to synthesize it. The reactants are: C(OC([N:8]1[C:12]2=[N:13][CH:14]=[C:15]([Br:17])[CH:16]=[C:11]2[C:10]([CH:18]([C:20]2[C:21]([F:43])=[N:22][C:23]([N:26](C(OC(C)(C)C)=O)CC3C=CC(OC)=CC=3)=[CH:24][CH:25]=2)O)=[CH:9]1)=O)(C)(C)C.C([SiH](CC)CC)C.FC(F)(F)C(O)=O. (2) Given the product [CH2:33]([C:10]1([CH3:39])[CH2:9][C@H:8]([C:4]2[CH:5]=[CH:6][CH:7]=[C:2]([Cl:1])[CH:3]=2)[C@@H:13]([C:14]2[CH:15]=[CH:16][C:17]([Cl:20])=[CH:18][CH:19]=2)[N:12]([CH2:21][C:22]2[CH:27]=[CH:26][C:25]([O:28][CH3:29])=[CH:24][C:23]=2[O:30][CH3:31])[C:11]1=[O:32])[CH:34]=[CH2:35], predict the reactants needed to synthesize it. The reactants are: [Cl:1][C:2]1[CH:3]=[C:4]([C@@H:8]2[C@@H:13]([C:14]3[CH:19]=[CH:18][C:17]([Cl:20])=[CH:16][CH:15]=3)[N:12]([CH2:21][C:22]3[CH:27]=[CH:26][C:25]([O:28][CH3:29])=[CH:24][C:23]=3[O:30][CH3:31])[C:11](=[O:32])[CH:10]([CH3:33])[CH2:9]2)[CH:5]=[CH:6][CH:7]=1.[CH2:34](Br)[CH:35]=C.[Li+].[CH3:39][Si]([N-][Si](C)(C)C)(C)C. (3) Given the product [O:10]1[C:3]2[C:2]([C:12]#[N:13])=[CH:7][N:6]=[CH:5][C:4]=2[CH:8]=[CH:9]1, predict the reactants needed to synthesize it. The reactants are: Br[C:2]1[C:3]2[O:10][CH:9]=[CH:8][C:4]=2[CH:5]=[N:6][CH:7]=1.[Cu](C#N)[C:12]#[N:13].CN(C)C=O. (4) Given the product [CH3:3][C:2]1([CH3:1])[O:21][C:23](=[O:25])[N:6]([C:7]2[N:8]=[N:9][C:10]([C:13]#[C:14][C:15]3[CH:16]=[CH:17][CH:18]=[CH:19][CH:20]=3)=[CH:11][CH:12]=2)[CH2:5][CH2:4]1, predict the reactants needed to synthesize it. The reactants are: [CH3:1][C:2]([OH:21])([CH2:4][CH2:5][NH:6][C:7]1[N:8]=[N:9][C:10]([C:13]#[C:14][C:15]2[CH:20]=[CH:19][CH:18]=[CH:17][CH:16]=2)=[CH:11][CH:12]=1)[CH3:3].Cl[C:23](Cl)([O:25]C(=O)OC(Cl)(Cl)Cl)Cl. (5) Given the product [Cl:1][C:2]1[CH:3]=[C:4](/[CH:5]=[C:6]2/[C:7](=[O:23])[N:11]3[CH:12]=[C:13]([C:14]4[CH:15]=[C:16]([CH:20]=[CH:21][CH:22]=4)[C:17]([N:34]([CH2:33][CH2:32][F:31])[CH3:35])=[O:19])[N:8]=[C:9]3[S:10]/2)[CH:24]=[C:25]([O:28][CH3:29])[C:26]=1[OH:27], predict the reactants needed to synthesize it. The reactants are: [Cl:1][C:2]1[CH:3]=[C:4]([CH:24]=[C:25]([O:28][CH3:29])[C:26]=1[OH:27])/[CH:5]=[C:6]1/[C:7](=[O:23])[N:8]2[C:13]([C:14]3[CH:15]=[C:16]([CH:20]=[CH:21][CH:22]=3)[C:17]([OH:19])=O)=[CH:12][N:11]=[C:9]2[S:10]/1.Cl.[F:31][CH2:32][CH2:33][NH:34][CH3:35]. (6) Given the product [CH2:1]([O:3][C@H:4]([CH2:13][C:14]1[CH:15]=[CH:16][C:17]([OH:20])=[CH:18][CH:19]=1)[C:5]([OH:7])=[O:6])[CH3:2].[CH2:1]([O:3][C@@H:4]([CH2:13][C:14]1[CH:19]=[CH:18][C:17]([OH:20])=[CH:16][CH:15]=1)[C:5]([O:7][CH2:8][CH2:9][O:10][CH2:11][CH3:12])=[O:6])[CH3:2], predict the reactants needed to synthesize it. The reactants are: [CH2:1]([O:3][CH:4]([CH2:13][C:14]1[CH:19]=[CH:18][C:17]([OH:20])=[CH:16][CH:15]=1)[C:5]([O:7][CH2:8][CH2:9][O:10][CH2:11][CH3:12])=[O:6])[CH3:2].P([O-])([O-])([O-])=O. (7) The reactants are: [CH3:1][O:2][C:3]1[CH:4]=[C:5]2[C:10](=[CH:11][C:12]=1[O:13][CH3:14])[N:9]=[CH:8][N:7]=[C:6]2[O:15][C:16]1[CH:22]=[CH:21][C:19]([NH2:20])=[C:18]([O:23][CH3:24])[CH:17]=1.Cl[C:26](Cl)([O:28]C(=O)OC(Cl)(Cl)Cl)Cl.[CH3:37][CH2:38][CH:39]([OH:43])[CH2:40][C:41]#[CH:42].C(=O)(O)[O-].[Na+]. Given the product [CH3:1][O:2][C:3]1[CH:4]=[C:5]2[C:10](=[CH:11][C:12]=1[O:13][CH3:14])[N:9]=[CH:8][N:7]=[C:6]2[O:15][C:16]1[CH:22]=[CH:21][C:19]([NH:20][C:26](=[O:28])[O:43][CH:39]([CH2:38][CH3:37])[CH2:40][C:41]#[CH:42])=[C:18]([O:23][CH3:24])[CH:17]=1, predict the reactants needed to synthesize it. (8) Given the product [CH:7]1([CH2:6]/[CH:5]=[C:4](\[C:12]2[CH:17]=[CH:16][C:15]([N:18]3[C:22]([CH3:23])=[N:21][N:20]=[N:19]3)=[C:14]([C:24]([F:25])([F:27])[F:26])[CH:13]=2)/[C:3]([OH:28])=[O:2])[CH2:11][CH2:10][CH2:9][CH2:8]1, predict the reactants needed to synthesize it. The reactants are: C[O:2][C:3](=[O:28])/[C:4](/[C:12]1[CH:17]=[CH:16][C:15]([N:18]2[C:22]([CH3:23])=[N:21][N:20]=[N:19]2)=[C:14]([C:24]([F:27])([F:26])[F:25])[CH:13]=1)=[CH:5]/[CH2:6][CH:7]1[CH2:11][CH2:10][CH2:9][CH2:8]1.[OH-].[Na+].